This data is from Forward reaction prediction with 1.9M reactions from USPTO patents (1976-2016). The task is: Predict the product of the given reaction. Given the reactants [OH:1][CH2:2][C:3]([CH3:22])([CH3:21])[CH2:4][CH2:5][CH2:6][CH2:7][CH:8]([CH2:12][CH2:13][CH2:14][CH2:15][C:16]([CH3:20])([CH3:19])[CH2:17][OH:18])[C:9]([OH:11])=O.[CH3:23][Li].Cl, predict the reaction product. The product is: [OH:18][CH2:17][C:16]([CH3:20])([CH3:19])[CH2:15][CH2:14][CH2:13][CH2:12][CH:8]([CH2:7][CH2:6][CH2:5][CH2:4][C:3]([CH3:22])([CH3:21])[CH2:2][OH:1])[C:9](=[O:11])[CH3:23].